This data is from Forward reaction prediction with 1.9M reactions from USPTO patents (1976-2016). The task is: Predict the product of the given reaction. (1) Given the reactants [CH:1]1([C:4]2[NH:5][C:6]3[C:11]([CH:12]=2)=[C:10]([C:13]([F:16])([F:15])[F:14])[C:9]([C:17]#[N:18])=[CH:8][CH:7]=3)[CH2:3][CH2:2]1.Br[CH2:20][C:21]#[N:22], predict the reaction product. The product is: [C:21]([CH2:20][N:5]1[C:6]2[C:11](=[C:10]([C:13]([F:14])([F:15])[F:16])[C:9]([C:17]#[N:18])=[CH:8][CH:7]=2)[CH:12]=[C:4]1[CH:1]1[CH2:2][CH2:3]1)#[N:22]. (2) Given the reactants [Cl:1][C:2]1[CH:7]=[C:6]([Cl:8])[CH:5]=[CH:4][C:3]=1[C:9]1[N:14]=[C:13](SCC)[N:12]2[CH:18]=[CH:19][N:20]=[C:11]2[CH:10]=1.[OH-:21].[K+].Cl.[Cl-].[NH4+], predict the reaction product. The product is: [Cl:1][C:2]1[CH:7]=[C:6]([Cl:8])[CH:5]=[CH:4][C:3]=1[C:9]1[N:14]=[C:13]([OH:21])[N:12]2[CH:18]=[CH:19][N:20]=[C:11]2[CH:10]=1. (3) Given the reactants [Cl:1][C:2]1[CH:7]=[CH:6][C:5]([C:8]2[CH:16]=[CH:15][CH:14]=[C:13]3[C:9]=2[CH2:10][C:11](=[O:17])[NH:12]3)=[CH:4][CH:3]=1.[CH3:18][C:19]1[C:23]([C:24]([N:26]2[CH2:31][CH2:30][N:29]([CH3:32])[CH2:28][CH2:27]2)=[O:25])=[C:22]([CH3:33])[NH:21][C:20]=1[CH:34]=O, predict the reaction product. The product is: [Cl:1][C:2]1[CH:3]=[CH:4][C:5]([C:8]2[CH:16]=[CH:15][CH:14]=[C:13]3[C:9]=2[C:10](=[CH:34][C:20]2[NH:21][C:22]([CH3:33])=[C:23]([C:24]([N:26]4[CH2:27][CH2:28][N:29]([CH3:32])[CH2:30][CH2:31]4)=[O:25])[C:19]=2[CH3:18])[C:11](=[O:17])[NH:12]3)=[CH:6][CH:7]=1. (4) Given the reactants O[N:2]=[CH:3][C:4]([C:7]1[CH:11]=[C:10]([NH:12][C:13]([C@@H:15]2[CH2:19][CH2:18][CH2:17][N:16]2[CH:20]2[CH2:25][CH2:24][O:23][CH2:22][CH2:21]2)=[O:14])[O:9][N:8]=1)([CH3:6])[CH3:5].FC(F)(F)C(OC(=O)C(F)(F)F)=O, predict the reaction product. The product is: [C:3]([C:4]([CH3:6])([CH3:5])[C:7]1[CH:11]=[C:10]([NH:12][C:13]([C@@H:15]2[CH2:19][CH2:18][CH2:17][N:16]2[CH:20]2[CH2:21][CH2:22][O:23][CH2:24][CH2:25]2)=[O:14])[O:9][N:8]=1)#[N:2]. (5) Given the reactants Br[C:2]1[CH:7]=[CH:6][C:5]([S:8]([N:11]([CH3:13])[CH3:12])(=[O:10])=[O:9])=[CH:4][CH:3]=1.[NH2:14][C:15]1[CH:20]=[CH:19][C:18](B(O)O)=[CH:17][CH:16]=1.[O-]P([O-])([O-])=O.[K+].[K+].[K+].C1(P(C2CCCCC2)C2C=CC=CC=2C2C=CC=CC=2)CCCCC1, predict the reaction product. The product is: [CH3:12][N:11]([CH3:13])[S:8]([C:5]1[CH:6]=[CH:7][C:2]([C:18]2[CH:19]=[CH:20][C:15]([NH2:14])=[CH:16][CH:17]=2)=[CH:3][CH:4]=1)(=[O:10])=[O:9]. (6) Given the reactants [CH3:1][O:2][C:3]1[CH:11]=[CH:10][C:9]([C:12]([F:15])([F:14])[F:13])=[CH:8][C:4]=1[C:5](O)=[O:6].S(Cl)([Cl:18])=O, predict the reaction product. The product is: [CH3:1][O:2][C:3]1[CH:11]=[CH:10][C:9]([C:12]([F:15])([F:14])[F:13])=[CH:8][C:4]=1[C:5]([Cl:18])=[O:6].